This data is from Full USPTO retrosynthesis dataset with 1.9M reactions from patents (1976-2016). The task is: Predict the reactants needed to synthesize the given product. (1) Given the product [CH3:14][O:12][C:11]([C:3]1[CH:4]=[C:5]2[CH:10]=[CH:9][S:8][C:6]2=[N:7][C:2]=1[NH2:1])=[O:13], predict the reactants needed to synthesize it. The reactants are: [NH2:1][C:2]1[N:7]=[C:6]2[S:8][CH:9]=[CH:10][C:5]2=[CH:4][C:3]=1[C:11]([OH:13])=[O:12].[C:14](=O)(O)[O-].[Na+]. (2) Given the product [NH2:2][C:3]([CH3:9])([CH2:7][CH3:8])[C:4]([O:6][CH3:10])=[O:5], predict the reactants needed to synthesize it. The reactants are: Cl.[NH2:2][C:3]([CH3:9])([CH2:7][CH3:8])[C:4]([OH:6])=[O:5].[CH3:10]O. (3) Given the product [CH2:19]([O:18][C:16]([NH:21][C@H:7]1[CH:8]2[CH:1]3[CH2:12][CH:11]4[CH:9]2[CH:10]4[CH:2]3[C@H:3]1[C:4]([O:5][CH3:6])=[O:14])=[O:17])[C:20]1[CH:29]=[CH:28][CH:27]=[CH:26][CH:25]=1, predict the reactants needed to synthesize it. The reactants are: [CH:1]12[CH2:12][CH:11]3[CH:9]4[CH:10]3[CH:2]1[CH:3]1[CH:7]([CH:8]24)[C:6](=O)[O:5][C:4]1=[O:14].Cl[C:16]([O:18][CH2:19][CH3:20])=[O:17].[N-:21]=[N+]=[N-].[Na+].[CH2:25](O)[C:26]1C=C[CH:29]=[CH:28][CH:27]=1. (4) Given the product [Br:1][C:2]1[CH:3]=[C:4]([NH:5][C:19]([NH:18][CH3:17])=[O:20])[CH:6]=[CH:7][CH:8]=1, predict the reactants needed to synthesize it. The reactants are: [Br:1][C:2]1[CH:3]=[C:4]([CH:6]=[CH:7][CH:8]=1)[NH2:5].[Br:1][C:2]1[CH:3]=[C:4]([NH2:5])[CH:6]=[CH:7][CH:8]=1.[CH3:17][N:18]=[C:19]=[O:20]. (5) Given the product [Cl:9][C:10]1[CH:18]=[CH:17][C:13]([C:14]2[N:4]3[CH:5]=[CH:6][N:7]=[CH:8][C:3]3=[N:1][N:2]=2)=[CH:12][CH:11]=1, predict the reactants needed to synthesize it. The reactants are: [NH:1]([C:3]1[CH:8]=[N:7][CH:6]=[CH:5][N:4]=1)[NH2:2].[Cl:9][C:10]1[CH:18]=[CH:17][C:13]([C:14](O)=O)=[CH:12][CH:11]=1.[OH-].[NH4+]. (6) Given the product [Br:1][C:2]1[N:7]=[C:6]([CH2:8][N:9]2[CH:13]=[C:12]([C:14]([O-:16])=[O:15])[N:11]=[N:10]2)[CH:5]=[CH:4][CH:3]=1.[K+:19], predict the reactants needed to synthesize it. The reactants are: [Br:1][C:2]1[N:7]=[C:6]([CH2:8][N:9]2[CH:13]=[C:12]([C:14]([O:16]C)=[O:15])[N:11]=[N:10]2)[CH:5]=[CH:4][CH:3]=1.[OH-].[K+:19]. (7) Given the product [N:1]1[CH:6]=[CH:5][CH:4]=[C:3]([CH2:7][NH:8][C:9]([N:34]2[CH2:35][CH:36]=[C:37]([C:40]3[C:48]4[C:43](=[N:44][CH:45]=[CH:46][CH:47]=4)[NH:42][CH:41]=3)[CH2:38][CH2:39]2)=[O:10])[CH:2]=1, predict the reactants needed to synthesize it. The reactants are: [N:1]1[CH:6]=[CH:5][CH:4]=[C:3]([CH2:7][NH2:8])[CH:2]=1.[C:9](=O)(ON1C(=O)CCC1=O)[O:10]N1C(=O)CCC1=O.C(N(CC)CC)C.[NH:34]1[CH2:39][CH:38]=[C:37]([C:40]2[C:48]3[C:43](=[N:44][CH:45]=[CH:46][CH:47]=3)[NH:42][CH:41]=2)[CH2:36][CH2:35]1. (8) The reactants are: FC(F)(F)C(O)=O.[CH3:8][O:9][N:10]=[CH:11][C:12]1[C:13]([NH2:25])=[N:14][CH:15]=[N:16][C:17]=1[N:18]1[CH2:23][CH2:22][CH:21]([NH2:24])[CH2:20][CH2:19]1.[N+](C1C=CC([O:35][C:36](=O)[NH:37][C:38]2[CH:43]=[CH:42][C:41]([N:44]3[CH2:49][CH2:48][CH2:47][CH2:46][CH2:45]3)=[CH:40][CH:39]=2)=CC=1)([O-])=O.CCN(C(C)C)C(C)C. Given the product [NH2:25][C:13]1[N:14]=[CH:15][N:16]=[C:17]([N:18]2[CH2:23][CH2:22][CH:21]([NH:24][C:36]([NH:37][C:38]3[CH:39]=[CH:40][C:41]([N:44]4[CH2:49][CH2:48][CH2:47][CH2:46][CH2:45]4)=[CH:42][CH:43]=3)=[O:35])[CH2:20][CH2:19]2)[C:12]=1[CH:11]=[N:10][O:9][CH3:8], predict the reactants needed to synthesize it. (9) Given the product [I:36][CH2:7][CH2:6][C:4]1[C:3]2[CH:9]=[CH:10][C:11]3[C:16](=[CH:15][CH:14]=[CH:13][CH:12]=3)[C:2]=2[O:1][CH:5]=1, predict the reactants needed to synthesize it. The reactants are: [O:1]1[CH:5]=[C:4]([CH2:6][CH2:7]O)[C:3]2[CH:9]=[CH:10][C:11]3[C:16]([C:2]1=2)=[CH:15][CH:14]=[CH:13][CH:12]=3.C1(P(C2C=CC=CC=2)C2C=CC=CC=2)C=CC=CC=1.[I:36]I.N1C=CN=C1. (10) Given the product [CH3:6][CH:5]([O:4][C:2]([N:8]1[CH2:13][CH2:12][CH:11]([C:14]([OH:16])=[O:15])[CH2:10][CH2:9]1)=[O:3])[CH3:7], predict the reactants needed to synthesize it. The reactants are: Cl[C:2]([O:4][CH:5]([CH3:7])[CH3:6])=[O:3].[NH:8]1[CH2:13][CH2:12][CH:11]([C:14]([OH:16])=[O:15])[CH2:10][CH2:9]1.[OH-].[Na+].